Dataset: Full USPTO retrosynthesis dataset with 1.9M reactions from patents (1976-2016). Task: Predict the reactants needed to synthesize the given product. (1) Given the product [F:1][C:2]1[CH:3]=[C:4]([CH:8]=[CH:9][C:10]=1[CH3:11])[C:5]([O:7][CH2:23][CH3:24])=[O:6], predict the reactants needed to synthesize it. The reactants are: [F:1][C:2]1[CH:3]=[C:4]([CH:8]=[CH:9][C:10]=1[CH3:11])[C:5]([OH:7])=[O:6].S(=O)(=O)(O)O.O.C(=O)([O-])O.[Na+].[CH2:23](O)[CH3:24]. (2) Given the product [Cl:32][C:33]1[CH:38]=[C:37]([C:2]2[CH:3]=[C:4]3[C:9](=[CH:10][CH:11]=2)[N:8]=[CH:7][C:6]([C:12](=[O:16])[CH:13]([CH3:15])[CH3:14])=[C:5]3[NH:17][C@H:18]2[CH2:19][CH2:20][C@H:21]([NH:24][C:25](=[O:31])[O:26][C:27]([CH3:30])([CH3:28])[CH3:29])[CH2:22][CH2:23]2)[CH:36]=[C:35]([F:48])[C:34]=1[OH:49], predict the reactants needed to synthesize it. The reactants are: Br[C:2]1[CH:3]=[C:4]2[C:9](=[CH:10][CH:11]=1)[N:8]=[CH:7][C:6]([C:12](=[O:16])[CH:13]([CH3:15])[CH3:14])=[C:5]2[NH:17][C@H:18]1[CH2:23][CH2:22][C@H:21]([NH:24][C:25](=[O:31])[O:26][C:27]([CH3:30])([CH3:29])[CH3:28])[CH2:20][CH2:19]1.[Cl:32][C:33]1[CH:38]=[C:37](B2OC(C)(C)C(C)(C)O2)[CH:36]=[C:35]([F:48])[C:34]=1[OH:49]. (3) The reactants are: [Cl:1][C:2]1[CH:12]=[C:11]([Cl:13])[C:10]([O:14][C:15]2[N:19]([CH3:20])[N:18]=[C:17]([CH3:21])[C:16]=2[CH:22]=[CH2:23])=[CH:9][C:3]=1[O:4][CH2:5][C:6]([OH:8])=O.[C:24]1([S:30]([NH2:33])(=[O:32])=[O:31])[CH:29]=[CH:28][CH:27]=[CH:26][CH:25]=1.Cl.C(N=C=NCCCN(C)C)C.O. Given the product [Cl:1][C:2]1[CH:12]=[C:11]([Cl:13])[C:10]([O:14][C:15]2[N:19]([CH3:20])[N:18]=[C:17]([CH3:21])[C:16]=2[CH:22]=[CH2:23])=[CH:9][C:3]=1[O:4][CH2:5][C:6]([NH:33][S:30]([C:24]1[CH:29]=[CH:28][CH:27]=[CH:26][CH:25]=1)(=[O:32])=[O:31])=[O:8], predict the reactants needed to synthesize it. (4) Given the product [CH:1]1([N:4]([CH:18]2[CH2:23][CH2:22][N:21]([C:51]([C:46]3[CH:47]=[CH:48][CH:49]=[CH:50][N:45]=3)=[O:52])[CH2:20][CH2:19]2)[S:5]([C:8]2[CH:13]=[CH:12][CH:11]=[C:10]([C:14]([F:17])([F:15])[F:16])[CH:9]=2)(=[O:6])=[O:7])[CH2:3][CH2:2]1, predict the reactants needed to synthesize it. The reactants are: [CH:1]1([N:4]([CH:18]2[CH2:23][CH2:22][NH:21][CH2:20][CH2:19]2)[S:5]([C:8]2[CH:13]=[CH:12][CH:11]=[C:10]([C:14]([F:17])([F:16])[F:15])[CH:9]=2)(=[O:7])=[O:6])[CH2:3][CH2:2]1.C1C=CC2N(O)N=NC=2C=1.CCN=C=NCCCN(C)C.[N:45]1[CH:50]=[CH:49][CH:48]=[CH:47][C:46]=1[C:51](O)=[O:52]. (5) Given the product [Cl:24][C:22]1[CH:23]=[C:18]2[CH:17]=[C:16]([C:14]([NH:13][C@@H:5]([CH2:6][C:7]3[CH:8]=[CH:9][CH:10]=[CH:11][CH:12]=3)[C@H:4]([OH:26])[C:3]([OH:27])=[O:2])=[O:15])[NH:25][C:19]2=[CH:20][N:21]=1, predict the reactants needed to synthesize it. The reactants are: C[O:2][C:3](=[O:27])[C@@H:4]([OH:26])[C@@H:5]([NH:13][C:14]([C:16]1[NH:25][C:19]2=[CH:20][N:21]=[C:22]([Cl:24])[CH:23]=[C:18]2[CH:17]=1)=[O:15])[CH2:6][C:7]1[CH:12]=[CH:11][CH:10]=[CH:9][CH:8]=1.[OH-].[Na+]. (6) Given the product [CH3:1][N:2]([CH3:22])[C:3]1[CH:8]=[CH:7][C:6]([C:9]([C:13]2[CH:18]=[CH:17][C:16]([N:19]([CH3:21])[CH3:20])=[CH:15][CH:14]=2)=[C:10]([P:27]([C:32]([CH3:35])([CH3:34])[CH3:33])[C:28]([CH3:31])([CH3:30])[CH3:29])[CH3:11])=[CH:5][CH:4]=1, predict the reactants needed to synthesize it. The reactants are: [CH3:1][N:2]([CH3:22])[C:3]1[CH:8]=[CH:7][C:6]([C:9]([C:13]2[CH:18]=[CH:17][C:16]([N:19]([CH3:21])[CH3:20])=[CH:15][CH:14]=2)=[C:10](Br)[CH3:11])=[CH:5][CH:4]=1.[Mg].II.Cl[P:27]([C:32]([CH3:35])([CH3:34])[CH3:33])[C:28]([CH3:31])([CH3:30])[CH3:29]. (7) The reactants are: [CH3:1][O:2][C:3]1[CH:8]=[CH:7][CH:6]=[CH:5][C:4]=1[CH2:9][CH2:10][O:11][CH2:12][CH2:13][O:14][C:15]1[CH:20]=[CH:19][C:18]([CH:21]2[CH2:26][CH2:25][N:24]([C:27]([O:29][C:30]([CH3:33])([CH3:32])[CH3:31])=[O:28])[CH2:23][CH:22]2[O:34][CH2:35][CH2:36][O:37]S(C2C=CC(C)=CC=2)(=O)=O)=[CH:17][CH:16]=1.O[C:49]1[CH:54]=[CH:53][CH:52]=[CH:51][C:50]=1[CH2:55][CH2:56][NH:57][C:58](=[O:60])[CH3:59]. Given the product [C:58]([NH:57][CH2:56][CH2:55][C:50]1[CH:51]=[CH:52][CH:53]=[CH:54][C:49]=1[O:37][CH2:36][CH2:35][O:34][CH:22]1[CH:21]([C:18]2[CH:19]=[CH:20][C:15]([O:14][CH2:13][CH2:12][O:11][CH2:10][CH2:9][C:4]3[CH:5]=[CH:6][CH:7]=[CH:8][C:3]=3[O:2][CH3:1])=[CH:16][CH:17]=2)[CH2:26][CH2:25][N:24]([C:27]([O:29][C:30]([CH3:31])([CH3:32])[CH3:33])=[O:28])[CH2:23]1)(=[O:60])[CH3:59], predict the reactants needed to synthesize it.